Dataset: Human liver microsome stability data. Task: Regression/Classification. Given a drug SMILES string, predict its absorption, distribution, metabolism, or excretion properties. Task type varies by dataset: regression for continuous measurements (e.g., permeability, clearance, half-life) or binary classification for categorical outcomes (e.g., BBB penetration, CYP inhibition). Dataset: hlm. (1) The compound is Cc1cc(C=CC#N)cc(C)c1Oc1nc(Nc2ccc(C#N)c(F)c2)nc2sccc12. The result is 0 (unstable in human liver microsomes). (2) The molecule is CC(C)Oc1ccc(-c2ccc3c(n2)Oc2c(F)cccc2[C@@H]3C(C)(C)C(=O)NC(N)=O)cn1. The result is 0 (unstable in human liver microsomes).